From a dataset of Catalyst prediction with 721,799 reactions and 888 catalyst types from USPTO. Predict which catalyst facilitates the given reaction. (1) Reactant: C(OC([NH:8][C@@H:9]([CH:58]([CH3:60])[CH3:59])[C:10]([O:12][CH2:13][CH:14]1[N:19]2[C:20]3[CH:21]=[CH:22][CH:23]=[C:24]([F:27])[C:25]=3[CH:26]=[C:18]2[C:17]2[N:28]=[C:29]([C:32]3[C:33]([N:52]([CH3:57])[S:53]([CH3:56])(=[O:55])=[O:54])=[CH:34][C:35]4[O:39][C:38]([C:40]5[CH:45]=[CH:44][C:43]([F:46])=[CH:42][CH:41]=5)=[C:37]([C:47](=[O:50])[NH:48][CH3:49])[C:36]=4[CH:51]=3)[CH:30]=[CH:31][C:16]=2[O:15]1)=[O:11])=O)(C)(C)C.C([O-])(O)=O.[Na+]. The catalyst class is: 620. Product: [NH2:8][C@@H:9]([CH:58]([CH3:60])[CH3:59])[C:10]([O:12][CH2:13][C@H:14]1[N:19]2[C:20]3[CH:21]=[CH:22][CH:23]=[C:24]([F:27])[C:25]=3[CH:26]=[C:18]2[C:17]2[N:28]=[C:29]([C:32]3[C:33]([N:52]([CH3:57])[S:53]([CH3:56])(=[O:54])=[O:55])=[CH:34][C:35]4[O:39][C:38]([C:40]5[CH:41]=[CH:42][C:43]([F:46])=[CH:44][CH:45]=5)=[C:37]([C:47](=[O:50])[NH:48][CH3:49])[C:36]=4[CH:51]=3)[CH:30]=[CH:31][C:16]=2[O:15]1)=[O:11]. (2) Product: [Br:1][C:2]1[C:3]([N:20]2[CH2:25][CH2:24][CH2:23][C@@H:22]([NH:26][C:27](=[O:33])[O:28][C:29]([CH3:31])([CH3:30])[CH3:32])[CH2:21]2)=[C:4]2[C:10]([NH:11][C:12]([CH:14]3[CH2:16][C:15]3([F:18])[F:17])=[O:13])=[CH:9][NH:8][C:5]2=[N:6][CH:7]=1. The catalyst class is: 144. Reactant: [Br:1][C:2]1[C:3](F)=[C:4]2[C:10]([NH:11][C:12]([CH:14]3[CH2:16][C:15]3([F:18])[F:17])=[O:13])=[CH:9][NH:8][C:5]2=[N:6][CH:7]=1.[NH:20]1[CH2:25][CH2:24][CH2:23][C@@H:22]([NH:26][C:27](=[O:33])[O:28][C:29]([CH3:32])([CH3:31])[CH3:30])[CH2:21]1.C(N(C(C)C)C(C)C)C.CCCCO.